This data is from Full USPTO retrosynthesis dataset with 1.9M reactions from patents (1976-2016). The task is: Predict the reactants needed to synthesize the given product. (1) Given the product [CH2:1]([NH:3][C:4]([NH:6][C:7]1[S:8][C:9]2[C:15]([S:16][C:17]3[CH:22]=[CH:21][CH:20]=[CH:19][CH:18]=3)=[CH:14][CH:13]=[CH:12][C:10]=2[N:11]=1)=[O:5])[CH3:2], predict the reactants needed to synthesize it. The reactants are: [CH2:1]([NH:3][C:4]([NH:6][C:7]1[S:8][C:9]2[C:15]([S:16][C:17]3[CH:22]=[CH:21][CH:20]=[CH:19][CH:18]=3)=[CH:14][CH2:13][CH2:12][C:10]=2[N:11]=1)=[O:5])[CH3:2].C(C1C(=O)C(Cl)=C(Cl)C(=O)C=1C#N)#N. (2) Given the product [OH:16][C:1]([C:4]1[CH:12]=[CH:11][C:7]([C:8]([OH:10])=[O:9])=[CH:6][CH:5]=1)([CH3:3])[CH3:2], predict the reactants needed to synthesize it. The reactants are: [CH:1]([C:4]1[CH:12]=[CH:11][C:7]([C:8]([OH:10])=[O:9])=[CH:6][CH:5]=1)([CH3:3])[CH3:2].[OH-].[K+].[Mn]([O-])(=O)(=O)=[O:16].[K+]. (3) Given the product [Cl:1][C:2]1[N:3]=[CH:4][C:5]2[N:10]=[N:9][NH:8][C:6]=2[N:7]=1.[NH3:13].[N:10]1[C:5]2[CH:4]=[N:3][C:2]([NH2:20])=[N:7][C:6]=2[NH:8][N:9]=1, predict the reactants needed to synthesize it. The reactants are: [Cl:1][C:2]1[N:3]=[CH:4][C:5]2[N:10]=[N:9][NH:8][C:6]=2[N:7]=1.ClC1N=C(N)C(N)=C[N:13]=1.[N:20]([O-])=O.N([O-])=O.[Na+].Cl.N(OCCC(C)C)=O. (4) Given the product [Cl:21][C:3]1[C:4]2[C:9](=[CH:8][CH:7]=[C:6]([C:10]([O:12][CH3:13])=[O:11])[CH:5]=2)[NH:1][CH:2]=1, predict the reactants needed to synthesize it. The reactants are: [NH:1]1[C:9]2[C:4](=[CH:5][C:6]([C:10]([O:12][CH3:13])=[O:11])=[CH:7][CH:8]=2)[CH:3]=[CH:2]1.C1C(=O)N([Cl:21])C(=O)C1. (5) Given the product [O:11]=[S:10]1(=[O:12])[C:5]2[CH:6]=[CH:7][CH:8]=[CH:9][C:4]=2[C:3](=[O:2])[NH:17][NH:16]1, predict the reactants needed to synthesize it. The reactants are: C[O:2][C:3](=O)[C:4]1[CH:9]=[CH:8][CH:7]=[CH:6][C:5]=1[S:10](Cl)(=[O:12])=[O:11].O.[NH2:16][NH2:17]. (6) Given the product [CH:21]1([NH:24][C:25]2[N:27]=[C:15]([OH:17])[C:14]([C:12]#[N:13])=[C:7]([C:6]3[CH:9]=[CH:10][CH:11]=[C:4]([N+:1]([O-:3])=[O:2])[CH:5]=3)[N:26]=2)[CH2:23][CH2:22]1, predict the reactants needed to synthesize it. The reactants are: [N+:1]([C:4]1[CH:5]=[C:6]([CH:9]=[CH:10][CH:11]=1)[CH:7]=O)([O-:3])=[O:2].[C:12]([CH2:14][C:15]([O:17]CC)=O)#[N:13].Cl.[CH:21]1([NH:24][C:25]([NH2:27])=[NH:26])[CH2:23][CH2:22]1.C([O-])([O-])=O.[K+].[K+].